Dataset: Full USPTO retrosynthesis dataset with 1.9M reactions from patents (1976-2016). Task: Predict the reactants needed to synthesize the given product. (1) Given the product [CH2:1]([N:8]1[CH2:13][CH2:12][CH:11]([N:14]([NH2:32])[C:15]2[CH:20]=[CH:19][C:18]([F:21])=[CH:17][C:16]=2[C:26](=[O:27])[CH2:25][C:24]([F:30])([F:29])[F:23])[CH2:10][CH2:9]1)[C:2]1[CH:7]=[CH:6][CH:5]=[CH:4][CH:3]=1, predict the reactants needed to synthesize it. The reactants are: [CH2:1]([N:8]1[CH2:13][CH2:12][CH:11]([NH:14][C:15]2[CH:20]=[CH:19][C:18]([F:21])=[CH:17][C:16]=2N)[CH2:10][CH2:9]1)[C:2]1[CH:7]=[CH:6][CH:5]=[CH:4][CH:3]=1.[F:23][C:24]([F:30])([F:29])[CH2:25][C:26](O)=[O:27].C[N:32]1CCOCC1. (2) Given the product [O:1]1[C:5]2([CH2:10][CH2:9][CH2:8][CH2:7][CH:6]2[C:11]([OH:13])=[O:12])[O:4][CH2:3][CH2:2]1, predict the reactants needed to synthesize it. The reactants are: [O:1]1[C:5]2([CH2:10][CH2:9][CH2:8][CH2:7][CH:6]2[C:11]([O:13]CC)=[O:12])[O:4][CH2:3][CH2:2]1.[OH-].[K+].